This data is from Reaction yield outcomes from USPTO patents with 853,638 reactions. The task is: Predict the reaction yield, written as a fraction of the theoretical maximum amount of product (1.0 means a 100% yield; for example, 0.34 means a 34% yield). (1) The reactants are [F:1][C:2]([F:22])([F:21])[O:3][C:4]1[CH:9]=[CH:8][C:7]([C:10]2[C:11]3[O:18][C:17]([CH:19]=O)=[CH:16][C:12]=3[CH:13]=[N:14][CH:15]=2)=[CH:6][CH:5]=1.[CH2:23]1[S:29][C:27](=[O:28])[NH:26][C:24]1=[O:25].NCCC(O)=O. The catalyst is C(O)(=O)C. The product is [F:22][C:2]([F:21])([F:1])[O:3][C:4]1[CH:5]=[CH:6][C:7]([C:10]2[C:11]3[O:18][C:17](/[CH:19]=[C:23]4/[C:24](=[O:25])[NH:26][C:27](=[O:28])[S:29]/4)=[CH:16][C:12]=3[CH:13]=[N:14][CH:15]=2)=[CH:8][CH:9]=1. The yield is 0.800. (2) The reactants are [Cl:1][C:2]1[CH:25]=[CH:24][C:5]([O:6][CH:7]2[CH2:12][CH2:11][N:10]([C:13]([C:15]3[CH:16]=[C:17]([CH:21]=[CH:22][CH:23]=3)[C:18](O)=[O:19])=[O:14])[CH2:9][CH2:8]2)=[CH:4][CH:3]=1.[NH2:26][CH2:27][C@H:28]([C:30]1[CH:35]=[CH:34][CH:33]=[CH:32][CH:31]=1)[OH:29]. No catalyst specified. The product is [Cl:1][C:2]1[CH:3]=[CH:4][C:5]([O:6][CH:7]2[CH2:12][CH2:11][N:10]([C:13]([C:15]3[CH:16]=[C:17]([CH:21]=[CH:22][CH:23]=3)[C:18]([NH:26][CH2:27][C@@H:28]([OH:29])[C:30]3[CH:35]=[CH:34][CH:33]=[CH:32][CH:31]=3)=[O:19])=[O:14])[CH2:9][CH2:8]2)=[CH:24][CH:25]=1. The yield is 0.510.